Dataset: Forward reaction prediction with 1.9M reactions from USPTO patents (1976-2016). Task: Predict the product of the given reaction. (1) Given the reactants [F:1][C:2]1[CH:7]=[CH:6][C:5]([CH2:8][C:9](=O)[CH3:10])=[C:4]([N+:12]([O-])=O)[CH:3]=1.[H][H], predict the reaction product. The product is: [F:1][C:2]1[CH:3]=[C:4]2[C:5]([CH:8]=[C:9]([CH3:10])[NH:12]2)=[CH:6][CH:7]=1. (2) Given the reactants [CH3:1][O:2][C:3]1[CH:4]=[C:5]2[C:10](=[CH:11][C:12]=1[O:13][CH3:14])[N:9]=[CH:8][N:7]=[C:6]2[O:15][C:16]1[CH:22]=[CH:21][C:19]([NH2:20])=[C:18]([O:23][CH3:24])[CH:17]=1.ClC(Cl)(O[C:29](=[O:35])OC(Cl)(Cl)Cl)Cl.[NH2:37][N:38]1[CH2:43][CH2:42][CH2:41][CH2:40][CH2:39]1.C(=O)(O)[O-].[Na+], predict the reaction product. The product is: [CH3:1][O:2][C:3]1[CH:4]=[C:5]2[C:10](=[CH:11][C:12]=1[O:13][CH3:14])[N:9]=[CH:8][N:7]=[C:6]2[O:15][C:16]1[CH:22]=[CH:21][C:19]([NH:20][C:29]([NH:37][N:38]2[CH2:43][CH2:42][CH2:41][CH2:40][CH2:39]2)=[O:35])=[C:18]([O:23][CH3:24])[CH:17]=1. (3) Given the reactants Cl[C:2]1[C:3]2[C:4]3[C:9]([S:10][C:11]=2[N:12]=[CH:13][N:14]=1)=[CH:8][CH:7]=[C:6]([CH2:15][C:16]([O:18][CH2:19][CH3:20])=[O:17])[CH:5]=3.C(=O)([O-])[O-].[K+].[K+].[N:27]1([C@H:33]2[CH2:38][CH2:37][C@H:36]([NH2:39])[CH2:35][CH2:34]2)[CH2:32][CH2:31][O:30][CH2:29][CH2:28]1, predict the reaction product. The product is: [O:30]1[CH2:29][CH2:28][N:27]([C@H:33]2[CH2:34][CH2:35][C@H:36]([NH:39][C:2]3[C:3]4[C:4]5[CH:5]=[C:6]([CH2:15][C:16]([O:18][CH2:19][CH3:20])=[O:17])[CH:7]=[CH:8][C:9]=5[S:10][C:11]=4[N:12]=[CH:13][N:14]=3)[CH2:37][CH2:38]2)[CH2:32][CH2:31]1. (4) Given the reactants [CH:1]1[C:14]2[C:13](=[O:15])[C:12]3[C:7](=[CH:8][CH:9]=[CH:10][CH:11]=3)[CH2:6][C:5]=2[CH:4]=[CH:3][CH:2]=1.C(=O)([O-])[O-].[K+].[K+].Br[CH2:23][CH2:24][OH:25], predict the reaction product. The product is: [CH:11]1[C:12]2[C:7](=[CH:6][C:5]3[C:14]([C:13]=2[O:15][CH2:23][CH2:24][OH:25])=[CH:1][CH:2]=[CH:3][CH:4]=3)[CH:8]=[CH:9][CH:10]=1. (5) Given the reactants [CH3:1][O:2][CH2:3][CH2:4][NH:5][C:6]([N:8]1[CH2:13][CH:12]([C:14]2[CH:19]=[CH:18][C:17]([C:20]([F:23])([F:22])[F:21])=[CH:16][CH:15]=2)[CH2:11][CH:10]([C:24]([OH:26])=O)[CH2:9]1)=[O:7].O[NH:28][C:29]([CH:31]1[CH2:33][CH2:32]1)=[NH:30], predict the reaction product. The product is: [CH:31]1([C:29]2[N:30]=[C:24]([CH:10]3[CH2:11][CH:12]([C:14]4[CH:15]=[CH:16][C:17]([C:20]([F:21])([F:22])[F:23])=[CH:18][CH:19]=4)[CH2:13][N:8]([C:6]([NH:5][CH2:4][CH2:3][O:2][CH3:1])=[O:7])[CH2:9]3)[O:26][N:28]=2)[CH2:33][CH2:32]1. (6) Given the reactants C(OC([NH:8][C@@H:9]([CH2:38][C:39]1[S:40][CH:41]=[CH:42][CH:43]=1)[C:10]([NH:12][CH2:13][CH2:14][CH2:15][C:16]#[C:17][C:18]1[CH:19]=[C:20]([CH:35]=[CH:36][CH:37]=1)[O:21][CH:22]1[CH2:27][CH2:26][N:25](C(OC(C)(C)C)=O)[CH2:24][CH2:23]1)=[O:11])=O)(C)(C)C.[C:44]([OH:50])([C:46]([F:49])([F:48])[F:47])=[O:45], predict the reaction product. The product is: [NH2:8][C@@H:9]([CH2:38][C:39]1[S:40][CH:41]=[CH:42][CH:43]=1)[C:10]([NH:12][CH2:13][CH2:14][CH2:15][C:16]#[C:17][C:18]1[CH:37]=[CH:36][CH:35]=[C:20]([O:21][CH:22]2[CH2:27][CH2:26][NH:25][CH2:24][CH2:23]2)[CH:19]=1)=[O:11].[C:44]([OH:50])([C:46]([F:49])([F:48])[F:47])=[O:45].